From a dataset of Full USPTO retrosynthesis dataset with 1.9M reactions from patents (1976-2016). Predict the reactants needed to synthesize the given product. (1) The reactants are: [CH3:1][O:2][C:3](=[O:13])[CH2:4][C:5]1[CH:10]=[CH:9][CH:8]=[C:7]([C:11]#[N:12])[CH:6]=1.O1CCOCC1.[H][H].[ClH:22]. Given the product [ClH:22].[CH3:1][O:2][C:3](=[O:13])[CH2:4][C:5]1[CH:10]=[CH:9][CH:8]=[C:7]([CH2:11][NH2:12])[CH:6]=1, predict the reactants needed to synthesize it. (2) Given the product [CH3:12][C:11]([CH3:14])([CH3:13])[CH2:10][N:9]([CH2:15][C:16]1[CH:21]=[CH:20][C:19]([CH2:22][CH2:23][CH2:24][N:38]2[CH2:44][CH2:45][CH2:50][CH2:49][CH2:48]2)=[CH:18][CH:17]=1)[C:7]1[CH:6]=[CH:5][N:4]=[C:3]([C:1]#[N:2])[N:8]=1.[C:30]([C:32]1[N:37]=[C:36]([N:38]([CH2:44][C:45]2[CH:46]=[CH:47][C:48]([CH:51]([CH3:58])[CH2:52][O:53][S:54]([CH3:57])(=[O:55])=[O:56])=[CH:49][CH:50]=2)[CH2:39][C:40]([CH3:43])([CH3:42])[CH3:41])[CH:35]=[CH:34][N:33]=1)#[N:31], predict the reactants needed to synthesize it. The reactants are: [C:1]([C:3]1[N:8]=[C:7]([N:9]([CH2:15][C:16]2[CH:21]=[CH:20][C:19]([CH2:22][CH2:23][CH2:24]OS(C)(=O)=O)=[CH:18][CH:17]=2)[CH2:10][C:11]([CH3:14])([CH3:13])[CH3:12])[CH:6]=[CH:5][N:4]=1)#[N:2].[C:30]([C:32]1[N:37]=[C:36]([N:38]([CH2:44][C:45]2[CH:50]=[CH:49][C:48]([CH:51]([CH3:58])[CH2:52][O:53][S:54]([CH3:57])(=[O:56])=[O:55])=[CH:47][CH:46]=2)[CH2:39][C:40]([CH3:43])([CH3:42])[CH3:41])[CH:35]=[CH:34][N:33]=1)#[N:31].O. (3) Given the product [NH2:9][C:14]1[N:13]2[N:19]=[C:20]([C:22]([F:25])([F:24])[F:23])[CH:21]=[C:12]2[C:11]([Br:10])=[CH:16][CH:15]=1, predict the reactants needed to synthesize it. The reactants are: CC(C)([O-])C.[K+].C([NH2:9])=O.[Br:10][C:11]1[C:12]2[N:13]([N:19]=[C:20]([C:22]([F:25])([F:24])[F:23])[CH:21]=2)[C:14](OC)=[CH:15][CH:16]=1.[Cl-].[NH4+]. (4) Given the product [F:12][C:8]1[CH:7]=[C:3]2[C:2](=[CH:10][C:9]=1[F:11])[N:1]=[CH:17][NH:18][C:4]2=[O:5], predict the reactants needed to synthesize it. The reactants are: [NH2:1][C:2]1[CH:10]=[C:9]([F:11])[C:8]([F:12])=[CH:7][C:3]=1[C:4](O)=[O:5].C(O)(=O)C.[CH:17](N)=[NH:18]. (5) Given the product [Cl:16][C:13]1[CH:14]=[CH:15][C:10]([N:9]2[C:7](=[O:8])[C:3]3[N:4]=[CH:5][S:6][C:2]=3[N:1]=[C:22]2[CH2:21][CH2:20][CH:19]([CH3:25])[C:18]([F:27])([F:26])[F:17])=[CH:11][CH:12]=1, predict the reactants needed to synthesize it. The reactants are: [NH2:1][C:2]1[S:6][CH:5]=[N:4][C:3]=1[C:7]([NH:9][C:10]1[CH:15]=[CH:14][C:13]([Cl:16])=[CH:12][CH:11]=1)=[O:8].[F:17][C:18]([F:27])([F:26])[CH:19]([CH3:25])[CH2:20][CH2:21][C:22](O)=O.